From a dataset of TCR-epitope binding with 47,182 pairs between 192 epitopes and 23,139 TCRs. Binary Classification. Given a T-cell receptor sequence (or CDR3 region) and an epitope sequence, predict whether binding occurs between them. (1) Result: 1 (the TCR binds to the epitope). The epitope is KAYNVTQAF. The TCR CDR3 sequence is CASSQDRDYPGELFF. (2) The epitope is PROT_97E67BCC. The TCR CDR3 sequence is CASSRLAGGTDTQYF. Result: 1 (the TCR binds to the epitope). (3) The epitope is RPRGEVRFL. The TCR CDR3 sequence is CASSVWGTDTQYF. Result: 1 (the TCR binds to the epitope). (4) The epitope is NLNESLIDL. The TCR CDR3 sequence is CASRVRAQGYTF. Result: 0 (the TCR does not bind to the epitope). (5) The epitope is PROT_97E67BCC. The TCR CDR3 sequence is CASTKLALAYEQYF. Result: 1 (the TCR binds to the epitope). (6) The epitope is ITEEVGHTDLMAAY. The TCR CDR3 sequence is CASSVTWATEAFF. Result: 1 (the TCR binds to the epitope). (7) The epitope is KLGGALQAK. The TCR CDR3 sequence is CASSWRTRDNQPQHF. Result: 1 (the TCR binds to the epitope). (8) The epitope is TVYDPLQPELDSFK. The TCR CDR3 sequence is CASSILAGAADTQYF. Result: 0 (the TCR does not bind to the epitope). (9) The epitope is FLASKIGRLV. The TCR CDR3 sequence is CASRGLDYYNEQFF. Result: 0 (the TCR does not bind to the epitope).